From a dataset of Drug-target binding data from BindingDB using IC50 measurements. Regression. Given a target protein amino acid sequence and a drug SMILES string, predict the binding affinity score between them. We predict pIC50 (pIC50 = -log10(IC50 in M); higher means more potent). Dataset: bindingdb_ic50. (1) The drug is Cn1c(NCC(=O)c2ccc(Cl)cc2)nc(-c2ncncc2F)cc1=O. The pIC50 is 6.2. The target protein (P29172) has sequence MAEPRQEFDVMEDHAQGDYTLQDQEGDMDPGLKESPLQTPADDGSEEPGSETSDAKSTPTAEDATAPLVDEGAPGEQAAAQAPAEIPEGTAAEEAGIGDTSNLEDQAAGHVTQARMVSKGKDGTGPDDKKTKGADGKPGTKIATPRGAAPPGQKGQANATRIPAKTTPTPKTSPATMQVQKKPPPAGAKSERGESGKSGDRSGYSSPGSPGTPGSRSRTPSLPTPPTREPKKVAVVRTPPKSPSAAKSRLQAAPGPMPDLKNVKSKIGSTENLKHQPGGGKVQIINKKLDLSNVQSKCGSKDNIKHVPGGGSVQIVYKPVDLSKVTSKCGSLGNIHHKPGGGQVEVKSEKLDFKDRVQSKIGSLDNITHVPGGGNKKIETHKLTFRENAKAKTDHGAEIVYKSPVVSGDTSPRHLSNVSSTGSIDMVDSPQLATLADEVSASLAKQGL. (2) The small molecule is O=C(O)c1cccc(S(=O)(=O)N2CCc3cc(I)ccc3C2)c1. The target protein sequence is MDSKYQCVKLNDGHFMPVLGFGTYAPAEVPKSKALEATKLAIEAGFRHIDSAHLYNNEEQVGLAIRSKIADGSVKREDIFYTSKLWCNSHRPELVRPALERSLKNLQLDYVDLYLIHFPVSVKPGEEVIPKDENGKILFDTVDLCATWEAVEKCKDAGLAKSIGVSNFNRRQLEMILNKPGLKYKPVCNQVECHPYFNQRKLLDFCKSKDIVLVAYSALGSHREEPWVDPNSPVLLEDPVLCALAKKHKRTPALIALRYQLQRGVVVLAKSYNEQRIRQNVQVFEFQLTSEEMKAIDGLNRNVRYLTLDIFAGPPNYPFSDEY. The pIC50 is 4.9. (3) The drug is NC(C(=O)O)C(OCc1ccccc1)C(=O)O. The target protein (P43003) has sequence MTKSNGEEPKMGGRMERFQQGVRKRTLLAKKKVQNITKEDVKSYLFRNAFVLLTVTAVIVGTILGFTLRPYRMSYREVKYFSFPGELLMRMLQMLVLPLIISSLVTGMAALDSKASGKMGMRAVVYYMTTTIIAVVIGIIIVIIIHPGKGTKENMHREGKIVRVTAADAFLDLIRNMFPPNLVEACFKQFKTNYEKRSFKVPIQANETLVGAVINNVSEAMETLTRITEELVPVPGSVNGVNALGLVVFSMCFGFVIGNMKEQGQALREFFDSLNEAIMRLVAVIMWYAPVGILFLIAGKIVEMEDMGVIGGQLAMYTVTVIVGLLIHAVIVLPLLYFLVTRKNPWVFIGGLLQALITALGTSSSSATLPITFKCLEENNGVDKRVTRFVLPVGATINMDGTALYEALAAIFIAQVNNFELNFGQIITISITATAASIGAAGIPQAGLVTMVIVLTSVGLPTDDITLIIAVDWFLDRLRTTTNVLGDSLGAGIVEHLSRH.... The pIC50 is 4.3.